The task is: Predict the product of the given reaction.. This data is from Forward reaction prediction with 1.9M reactions from USPTO patents (1976-2016). (1) Given the reactants [Cl-].[CH3:2][C@H:3]1[CH2:8][CH2:7][CH2:6][C@@H:5]([CH3:9])[N:4]1[CH2:10][CH2:11][NH3+:12].[NH2:13][C:14]1[CH:15]=[C:16]([CH:21]=[CH:22][C:23]=1[F:24])[C:17](OC)=[O:18], predict the reaction product. The product is: [NH2:13][C:14]1[CH:15]=[C:16]([CH:21]=[CH:22][C:23]=1[F:24])[C:17]([NH:12][CH2:11][CH2:10][N:4]1[C@H:5]([CH3:9])[CH2:6][CH2:7][CH2:8][C@@H:3]1[CH3:2])=[O:18]. (2) Given the reactants [CH:1]([OH:40])([CH2:21][N:22]([S:24]([C:27]([C:30]([C:33]([C:36]([F:39])([F:38])[F:37])([F:35])[F:34])([F:32])[F:31])([F:29])[F:28])(=[O:26])=[O:25])[CH3:23])[CH2:2][N:3]([S:5]([C:8]([C:11]([C:14]([C:17]([F:20])([F:19])[F:18])([F:16])[F:15])([F:13])[F:12])([F:10])[F:9])(=[O:7])=[O:6])[CH3:4].[N:41]([CH2:44][CH2:45][CH2:46][Si:47]([O:54][CH2:55][CH3:56])([O:51][CH2:52][CH3:53])[O:48][CH2:49][CH3:50])=[C:42]=[O:43], predict the reaction product. The product is: [CH:1]([O:40][C:42]([NH:41][CH2:44][CH2:45][CH2:46][Si:47]([O:48][CH2:49][CH3:50])([O:54][CH2:55][CH3:56])[O:51][CH2:52][CH3:53])=[O:43])([CH2:2][N:3]([S:5]([C:8]([C:11]([C:14]([C:17]([F:20])([F:19])[F:18])([F:16])[F:15])([F:13])[F:12])([F:10])[F:9])(=[O:7])=[O:6])[CH3:4])[CH2:21][N:22]([S:24]([C:27]([C:30]([C:33]([C:36]([F:37])([F:39])[F:38])([F:34])[F:35])([F:31])[F:32])([F:29])[F:28])(=[O:26])=[O:25])[CH3:23].